Dataset: Peptide-MHC class I binding affinity with 185,985 pairs from IEDB/IMGT. Task: Regression. Given a peptide amino acid sequence and an MHC pseudo amino acid sequence, predict their binding affinity value. This is MHC class I binding data. (1) The peptide sequence is KVMALPIPH. The MHC is HLA-A02:01 with pseudo-sequence HLA-A02:01. The binding affinity (normalized) is 0.0847. (2) The peptide sequence is STSAADIKR. The MHC is HLA-A03:01 with pseudo-sequence HLA-A03:01. The binding affinity (normalized) is 0.0461. (3) The peptide sequence is VRDVVMPAL. The MHC is HLA-B48:01 with pseudo-sequence HLA-B48:01. The binding affinity (normalized) is 0.0847. (4) The peptide sequence is QYPAFVLFI. The MHC is HLA-A30:01 with pseudo-sequence HLA-A30:01. The binding affinity (normalized) is 0.0847. (5) The peptide sequence is QRNGRIDRY. The MHC is HLA-B35:01 with pseudo-sequence HLA-B35:01. The binding affinity (normalized) is 0.0847. (6) The peptide sequence is GLAKVLGIL. The MHC is Mamu-A20102 with pseudo-sequence Mamu-A20102. The binding affinity (normalized) is 0.104.